Dataset: Full USPTO retrosynthesis dataset with 1.9M reactions from patents (1976-2016). Task: Predict the reactants needed to synthesize the given product. (1) The reactants are: [F:1][C:2]1[CH:3]=[C:4]2[C:8](=[CH:9][CH:10]=1)[NH:7][CH:6]=[C:5]2[CH2:11][CH2:12][NH2:13].[CH:14]1([CH:17]=O)[CH2:16][CH2:15]1. Given the product [CH:14]1([CH2:17][NH:13][CH2:12][CH2:11][C:5]2[C:4]3[C:8](=[CH:9][CH:10]=[C:2]([F:1])[CH:3]=3)[NH:7][CH:6]=2)[CH2:16][CH2:15]1, predict the reactants needed to synthesize it. (2) Given the product [CH3:13][C:12]1([C:11]2[CH:10]=[CH:9][N:8]=[CH:7][C:6]=2[NH2:5])[O:4][CH2:1][CH2:2][O:3]1, predict the reactants needed to synthesize it. The reactants are: [CH2:1]([OH:4])[CH2:2][OH:3].[NH2:5][C:6]1[CH:7]=[N:8][CH:9]=[CH:10][C:11]=1[C:12](=O)[CH3:13]. (3) Given the product [CH3:26][N:25]([CH3:27])[CH2:24][CH2:23][N:20]1[CH2:21][CH2:22][CH:17]([N:15]([CH3:16])[C:14]([NH:13][C:9]2[CH:8]=[C:7]([O:6][C:5]3[CH:29]=[CH:30][C:2]([NH:1][C:57]([NH:56][C:54](=[O:55])[CH2:53][C:47]4[CH:48]=[CH:49][CH:50]=[CH:51][CH:52]=4)=[S:58])=[CH:3][C:4]=3[F:31])[N:12]=[CH:11][N:10]=2)=[O:28])[CH2:18][CH2:19]1, predict the reactants needed to synthesize it. The reactants are: [NH2:1][C:2]1[CH:30]=[CH:29][C:5]([O:6][C:7]2[N:12]=[CH:11][N:10]=[C:9]([NH:13][C:14](=[O:28])[N:15]([CH:17]3[CH2:22][CH2:21][N:20]([CH2:23][CH2:24][N:25]([CH3:27])[CH3:26])[CH2:19][CH2:18]3)[CH3:16])[CH:8]=2)=[C:4]([F:31])[CH:3]=1.[C@]12(CS(O)(=O)=O)C(C)(C)C(CC1)CC2=O.[C:47]1([CH2:53][C:54]([N:56]=[C:57]=[S:58])=[O:55])[CH:52]=[CH:51][CH:50]=[CH:49][CH:48]=1.CCCCCC. (4) Given the product [N:25]1[O:29][N:28]=[C:27]2[CH:30]=[C:31]([C:34]3[NH:22][C:21]4[CH:20]=[CH:19][C:6]([NH:7][C:8](=[O:18])[C:9]5[CH:10]=[CH:11][C:12]([N:15]([CH3:16])[CH3:17])=[CH:13][CH:14]=5)=[CH:5][C:4]=4[N:1]=3)[CH:32]=[CH:33][C:26]=12, predict the reactants needed to synthesize it. The reactants are: [N+:1]([C:4]1[CH:5]=[C:6]([CH:19]=[CH:20][C:21]=1[N+:22]([O-])=O)[NH:7][C:8](=[O:18])[C:9]1[CH:14]=[CH:13][C:12]([N:15]([CH3:17])[CH3:16])=[CH:11][CH:10]=1)([O-])=O.[N:25]1[O:29][N:28]=[C:27]2[CH:30]=[C:31]([CH:34]=O)[CH:32]=[CH:33][C:26]=12.